The task is: Predict which catalyst facilitates the given reaction.. This data is from Catalyst prediction with 721,799 reactions and 888 catalyst types from USPTO. (1) Reactant: Cl[C:2]1[N:3]=[C:4]([N:21]2[CH2:26][CH2:25][O:24][CH2:23][CH2:22]2)[C:5]2[S:10][C:9]([CH2:11][N:12]3[CH2:17][CH2:16][CH:15]([N:18]([CH3:20])[CH3:19])[CH2:14][CH2:13]3)=[CH:8][C:6]=2[N:7]=1.[Cl:27][C:28]1[CH:37]=[C:36]2[C:31]([C:32](B3OC(C)(C)C(C)(C)O3)=[CH:33][CH:34]=[N:35]2)=[CH:30][CH:29]=1.C(=O)([O-])[O-].[Na+].[Na+]. Product: [Cl:27][C:28]1[CH:37]=[C:36]2[C:31]([C:32]([C:2]3[N:3]=[C:4]([N:21]4[CH2:22][CH2:23][O:24][CH2:25][CH2:26]4)[C:5]4[S:10][C:9]([CH2:11][N:12]5[CH2:13][CH2:14][CH:15]([N:18]([CH3:19])[CH3:20])[CH2:16][CH2:17]5)=[CH:8][C:6]=4[N:7]=3)=[CH:33][CH:34]=[N:35]2)=[CH:30][CH:29]=1. The catalyst class is: 745. (2) Product: [C:31]([O:30][C:28]([N:24]1[CH2:25][CH2:26][N:27]([C:8]2[CH:13]=[CH:12][CH:11]=[CH:10][C:9]=2[N+:14]([O-:16])=[O:15])[CH:22]([CH2:21][C:19]([OH:20])=[O:18])[CH2:23]1)=[O:29])([CH3:34])([CH3:32])[CH3:33]. Reactant: C([O-])([O-])=O.[K+].[K+].F[C:8]1[CH:13]=[CH:12][CH:11]=[CH:10][C:9]=1[N+:14]([O-:16])=[O:15].C[O:18][C:19]([CH2:21][CH:22]1[NH:27][CH2:26][CH2:25][N:24]([C:28]([O:30][C:31]([CH3:34])([CH3:33])[CH3:32])=[O:29])[CH2:23]1)=[O:20].CS(C)=O. The catalyst class is: 223.